From a dataset of Full USPTO retrosynthesis dataset with 1.9M reactions from patents (1976-2016). Predict the reactants needed to synthesize the given product. (1) Given the product [CH3:1][CH2:2][CH2:3][S:4]([NH:7][C:8]1[CH:9]=[CH:10][C:11]([F:33])=[C:12]([C:15]([C:17]2[C:21]3[CH:22]=[C:23]([C:26]4[CH:27]=[CH:28][C:29]([Cl:32])=[CH:30][CH:31]=4)[CH:24]=[N:25][C:20]=3[NH:19][CH:18]=2)=[O:16])[C:13]=1[F:14])(=[O:6])=[O:5].[OH:34][CH2:35][CH2:36][N+:37]([CH3:40])([CH3:39])[CH3:38], predict the reactants needed to synthesize it. The reactants are: [CH3:1][CH2:2][CH2:3][S:4]([NH:7][C:8]1[CH:9]=[CH:10][C:11]([F:33])=[C:12]([C:15]([C:17]2[C:21]3[CH:22]=[C:23]([C:26]4[CH:27]=[CH:28][C:29]([Cl:32])=[CH:30][CH:31]=4)[CH:24]=[N:25][C:20]=3[NH:19][CH:18]=2)=[O:16])[C:13]=1[F:14])(=[O:6])=[O:5].[OH:34][CH2:35][CH2:36][N+:37]([CH3:40])([CH3:39])[CH3:38]. (2) Given the product [C:38]([OH:50])(=[O:49])[CH2:39][C:40]([CH2:45][C:46]([OH:48])=[O:47])([C:42]([OH:44])=[O:43])[OH:41].[CH3:1][N:2]([CH3:34])[C:3]1([C:28]2[CH:29]=[CH:30][CH:31]=[CH:32][CH:33]=2)[CH2:8][CH2:7][CH:6]([CH2:9][NH:10][C:11]([N:13]2[CH2:14][CH2:15][CH:16]([C:19]3[C:27]4[C:22](=[CH:23][CH:24]=[CH:25][CH:26]=4)[NH:21][CH:20]=3)[CH2:17][CH2:18]2)=[O:12])[CH2:5][CH2:4]1.[NH:21]1[C:22]2[C:27](=[CH:26][CH:25]=[CH:24][CH:23]=2)[C:19]([CH:16]2[CH2:17][CH2:18][N:13]([C:11]([NH:10][CH2:9][CH:6]3[CH2:7][CH2:8][C:3]([C:28]4[CH:33]=[CH:32][CH:31]=[CH:30][CH:29]=4)([N:2]([CH3:1])[CH3:34])[CH2:4][CH2:5]3)=[O:12])[CH2:14][CH2:15]2)=[CH:20]1, predict the reactants needed to synthesize it. The reactants are: [CH3:1][N:2]([CH3:34])[C:3]1([C:28]2[CH:33]=[CH:32][CH:31]=[CH:30][CH:29]=2)[CH2:8][CH2:7][CH:6]([CH2:9][NH:10][C:11]([N:13]2[CH2:18][CH2:17][CH:16]([C:19]3[C:27]4[C:22](=[CH:23][CH:24]=[CH:25][CH:26]=4)[NH:21][CH:20]=3)[CH2:15][CH2:14]2)=[O:12])[CH2:5][CH2:4]1.C(O)C.[C:38]([OH:50])(=[O:49])[CH2:39][C:40]([CH2:45][C:46]([OH:48])=[O:47])([C:42]([OH:44])=[O:43])[OH:41]. (3) The reactants are: [C:1]([CH2:4][C:5](=[O:7])[CH3:6])(=[O:3])[CH3:2].B([O:19][CH2:20][CH2:21][CH2:22][CH3:23])([O:19][CH2:20][CH2:21][CH2:22][CH3:23])[O:19][CH2:20][CH2:21][CH2:22][CH3:23].[CH3:24][O:25][C:26]1[CH:27]=[C:28]([CH:31]=[CH:32][C:33]=1[O:34][C:35](=[O:55])[CH:36]=[CH:37][CH:38]=[CH:39][CH:40]=[CH:41][CH:42]=[CH:43][CH:44]=[CH:45][CH2:46][CH2:47][CH2:48][CH2:49][CH2:50][CH2:51][CH2:52][CH2:53][CH3:54])[CH:29]=O.O=[CH:57][C:58]1[CH:66]=[CH:65][C:63]([OH:64])=[C:60]([O:61][CH3:62])[CH:59]=1.[CH2:67](N)[CH2:68][CH2:69][CH3:70]. Given the product [C:20]([O:64][C:63]1[CH:65]=[CH:66][C:58]([CH:57]=[CH:6][C:5](=[O:7])[CH2:4][C:1](=[O:3])[CH:2]=[CH:29][C:28]2[CH:31]=[CH:32][C:33]([O:34][C:35](=[O:55])[CH:36]=[CH:37][CH:38]=[CH:39][CH:40]=[CH:41][CH:42]=[CH:43][CH:44]=[CH:45][CH2:46][CH2:47][CH2:48][CH2:49][CH2:50][CH2:51][CH2:52][CH2:53][CH3:54])=[C:26]([O:25][CH3:24])[CH:27]=2)=[CH:59][C:60]=1[O:61][CH3:62])(=[O:19])[CH:21]=[CH:22][CH:23]=[CH:70][CH:69]=[CH:68][CH:67]=[CH:35][CH:36]=[CH:37][CH2:38][CH2:39][CH2:40][CH2:41][CH2:42][CH2:43][CH2:44][CH2:45][CH3:46], predict the reactants needed to synthesize it. (4) Given the product [Cl:1][C:2]1[CH:3]=[C:4]([CH:15]=[CH:16][C:17]=1[Cl:18])[O:5][C:6]1[CH:14]=[CH:13][C:9]([C:10]([Cl:23])=[O:11])=[CH:8][CH:7]=1, predict the reactants needed to synthesize it. The reactants are: [Cl:1][C:2]1[CH:3]=[C:4]([CH:15]=[CH:16][C:17]=1[Cl:18])[O:5][C:6]1[CH:14]=[CH:13][C:9]([C:10](O)=[O:11])=[CH:8][CH:7]=1.C(Cl)(C([Cl:23])=O)=O. (5) Given the product [O:24]=[CH:25][C@@H:26]([C@H:28]([C@@H:30]([C@@H:32]([C:34]([OH:36])=[O:35])[OH:33])[OH:31])[OH:29])[OH:27].[Cl:11][C:12]1[CH:13]=[CH:14][C:15]2[CH2:21][CH2:20][NH:19][CH2:18][C@H:17]([CH3:22])[C:16]=2[CH:23]=1, predict the reactants needed to synthesize it. The reactants are: N[C@H](C(O)=O)CCC(O)=O.[Cl:11][C:12]1[CH:13]=[CH:14][C:15]2[CH2:21][CH2:20][NH:19][CH2:18][C@H:17]([CH3:22])[C:16]=2[CH:23]=1.[O:24]=[CH:25][C@@H:26]([C@H:28]([C@@H:30]([C@@H:32]([C:34]([O-:36])=[O:35])[OH:33])[OH:31])[OH:29])[OH:27].